This data is from Forward reaction prediction with 1.9M reactions from USPTO patents (1976-2016). The task is: Predict the product of the given reaction. (1) Given the reactants C([O:3][C:4]([C:6]1[CH:32]=[CH:31][C:9]([CH2:10][C@@H:11]2[CH2:16][N:15]([C:17]([O:19][C:20]([CH3:23])([CH3:22])[CH3:21])=[O:18])[CH2:14][CH2:13][N:12]2[C:24]([O:26][C:27]([CH3:30])([CH3:29])[CH3:28])=[O:25])=[CH:8][CH:7]=1)=[O:5])C.[OH-].[K+], predict the reaction product. The product is: [C:27]([O:26][C:24]([N:12]1[CH2:13][CH2:14][N:15]([C:17]([O:19][C:20]([CH3:22])([CH3:23])[CH3:21])=[O:18])[CH2:16][C@H:11]1[CH2:10][C:9]1[CH:8]=[CH:7][C:6]([C:4]([OH:5])=[O:3])=[CH:32][CH:31]=1)=[O:25])([CH3:28])([CH3:29])[CH3:30]. (2) Given the reactants [CH3:1][N:2]1[C:8]2[CH:9]=[CH:10][CH:11]=[CH:12][C:7]=2[C:6](=O)[NH:5][CH2:4][C:3]1=[O:14].P(Cl)(Cl)([Cl:17])=O, predict the reaction product. The product is: [Cl:17][C:6]1[C:7]2[CH:12]=[CH:11][CH:10]=[CH:9][C:8]=2[N:2]([CH3:1])[C:3](=[O:14])[CH2:4][N:5]=1. (3) Given the reactants [OH:1][C:2]1[CH:9]=[C:8]([O:10][CH3:11])[CH:7]=[CH:6][C:3]=1[CH:4]=[O:5].Br[CH2:13][CH2:14][CH2:15][CH2:16][CH2:17][CH2:18][CH2:19][CH2:20][CH2:21][CH2:22][CH2:23][CH2:24][CH2:25][CH2:26][CH2:27][CH2:28][CH2:29][CH2:30][CH2:31][CH2:32][CH2:33][CH3:34].C(=O)([O-])[O-].[K+].[K+].Cl, predict the reaction product. The product is: [CH2:34]([O:1][C:2]1[CH:9]=[C:8]([O:10][CH3:11])[CH:7]=[CH:6][C:3]=1[CH2:4][OH:5])[CH2:33][CH2:32][CH2:31][CH2:30][CH2:29][CH2:28][CH2:27][CH2:26][CH2:25][CH2:24][CH2:23][CH2:22][CH2:21][CH2:20][CH2:19][CH2:18][CH2:17][CH2:16][CH2:15][CH2:14][CH3:13]. (4) Given the reactants C(OC([N:8]1[CH2:17][CH2:16][C:15]2[C:10](=[CH:11][CH:12]=[CH:13][CH:14]=2)[CH:9]1[C:18]1[CH:23]=[C:22](Cl)[CH:21]=[CH:20][C:19]=1[O:25][CH2:26][C:27]([O:29][CH2:30][CH3:31])=[O:28])=O)(C)(C)C, predict the reaction product. The product is: [CH2:30]([O:29][C:27](=[O:28])[CH2:26][O:25][C:19]1[CH:20]=[CH:21][CH:22]=[CH:23][C:18]=1[CH:9]1[C:10]2[C:15](=[CH:14][CH:13]=[CH:12][CH:11]=2)[CH2:16][CH2:17][NH:8]1)[CH3:31]. (5) Given the reactants [O:1]=[CH:2]/[CH:3]=[CH:4]/[C:5]([O:7][C:8]([CH3:11])([CH3:10])[CH3:9])=[O:6].[CH3:12][O:13][C:14]1[CH:19]=[CH:18][C:17]([S:20]([N:23]=[CH:24]/[CH:25]=[CH:26]/[C:27]2[CH:32]=[CH:31][CH:30]=[CH:29][CH:28]=2)(=[O:22])=[O:21])=[CH:16][CH:15]=1, predict the reaction product. The product is: [CH3:12][O:13][C:14]1[CH:15]=[CH:16][C:17]([S:20]([N:23]2[CH:24]=[CH:25][C@H:26]([C:27]3[CH:32]=[CH:31][CH:30]=[CH:29][CH:28]=3)[C@H:3]([CH2:4][C:5]([O:7][C:8]([CH3:11])([CH3:10])[CH3:9])=[O:6])[C:2]2=[O:1])(=[O:21])=[O:22])=[CH:18][CH:19]=1. (6) Given the reactants [NH2:1][C:2]1[CH:10]=[CH:9][CH:8]=[CH:7][C:3]=1[C:4]([NH2:6])=[O:5].[C:11]([C:15]1[CH:20]=[CH:19][C:18]([S:21](Cl)(=[O:23])=[O:22])=[CH:17][CH:16]=1)([CH3:14])([CH3:13])[CH3:12], predict the reaction product. The product is: [C:11]([C:15]1[CH:20]=[CH:19][C:18]([S:21]([NH:1][C:2]2[CH:10]=[CH:9][CH:8]=[CH:7][C:3]=2[C:4]([NH2:6])=[O:5])(=[O:23])=[O:22])=[CH:17][CH:16]=1)([CH3:14])([CH3:12])[CH3:13]. (7) The product is: [CH:36]1([C:7]2[CH:12]=[CH:11][C:10]([N:13]3[CH:18]=[C:17]([O:19][CH3:20])[C:16](=[O:21])[C:15]([C:22]4[N:26]([C:27]5[CH:32]=[CH:31][CH:30]=[CH:29][CH:28]=5)[N:25]=[CH:24][CH:23]=4)=[N:14]3)=[C:9]([F:33])[CH:8]=2)[CH2:38][CH2:37]1. Given the reactants FC(F)(F)S(O[C:7]1[CH:12]=[CH:11][C:10]([N:13]2[CH:18]=[C:17]([O:19][CH3:20])[C:16](=[O:21])[C:15]([C:22]3[N:26]([C:27]4[CH:32]=[CH:31][CH:30]=[CH:29][CH:28]=4)[N:25]=[CH:24][CH:23]=3)=[N:14]2)=[C:9]([F:33])[CH:8]=1)(=O)=O.[CH:36]1(B(O)O)[CH2:38][CH2:37]1.[O-]P([O-])([O-])=O.[K+].[K+].[K+].C1(P(C2CCCCC2)C2CCCCC2)CCCCC1, predict the reaction product.